The task is: Predict the product of the given reaction.. This data is from Forward reaction prediction with 1.9M reactions from USPTO patents (1976-2016). (1) Given the reactants [CH3:1][C:2]([C:4]1[CH:9]=[CH:8][C:7]([O:10][CH3:11])=[CH:6][CH:5]=1)=[O:3].C(#N)C.FC(F)(F)C(O)=[O:18].FC(F)(F)C(OI(C1C=CC=CC=1)OC(=O)C(F)(F)F)=O, predict the reaction product. The product is: [OH:18][CH2:1][C:2]([C:4]1[CH:9]=[CH:8][C:7]([O:10][CH3:11])=[CH:6][CH:5]=1)=[O:3]. (2) Given the reactants C([C:4]1[CH:9]=[CH:8][CH:7]=[C:6](CC2C=CC=CC=2)[C:5]=1O)C=C.[C:18](=[O:21])([O-])[O-].[K+].[K+].[CH2:24](Br)[C:25]1[CH:30]=[CH:29][CH:28]=[CH:27][CH:26]=1.C(C1C=CC(OC)=CC=1OCC1C=CC=CC=1)C=C.C(C1C=CC=C(CC2C=CC=CC=2)C=1OCC1C=CC=CC=1)C=C.CC[C@H]1[C@H]2C[C@H]([C@H](OC3C4C(=CC=CC=4)C(O[C@H](C4C=CN=C5C=4C=C(OC)C=C5)[C@@H]4N5C[C@H](CC)[C@@H](CC5)C4)=NN=3)C3C=CN=C4C=3C=C(OC)C=C4)N(CC2)C1.C(O[C:141]1[CH:146]=[C:145](OC)[CH:144]=[CH:143][C:142]=1[CH2:149][CH:150]([OH:153])[CH2:151][OH:152])C1C=CC=CC=1, predict the reaction product. The product is: [CH2:24]([C:144]1[C:143]([O:21][CH2:18][C:4]2[CH:9]=[CH:8][CH:7]=[CH:6][CH:5]=2)=[C:142]([CH2:149][CH:150]([OH:153])[CH2:151][OH:152])[CH:141]=[CH:146][CH:145]=1)[C:25]1[CH:30]=[CH:29][CH:28]=[CH:27][CH:26]=1. (3) Given the reactants O[C:2]([CH3:30])([CH3:29])[CH2:3][N:4]1[CH2:9][CH2:8][CH:7]([CH2:10][O:11][C:12]2[CH:17]=[CH:16][C:15]([C:18]3[CH:28]=[CH:27][C:21]4[S:22](=[O:26])(=[O:25])[CH2:23][CH2:24][C:20]=4[CH:19]=3)=[CH:14][CH:13]=2)[CH2:6][CH2:5]1.COCCN(S(F)(F)[F:41])CCOC.C([O-])(O)=O.[Na+], predict the reaction product. The product is: [F:41][C:2]([CH3:30])([CH3:29])[CH2:3][N:4]1[CH2:9][CH2:8][CH:7]([CH2:10][O:11][C:12]2[CH:17]=[CH:16][C:15]([C:18]3[CH:28]=[CH:27][C:21]4[S:22](=[O:26])(=[O:25])[CH2:23][CH2:24][C:20]=4[CH:19]=3)=[CH:14][CH:13]=2)[CH2:6][CH2:5]1. (4) Given the reactants Cl[C:2]1[C:7]([C:8]#[N:9])=[CH:6][N:5]=[C:4]2[S:10][C:11]([C:13]3[CH:18]=[CH:17][CH:16]=[CH:15][CH:14]=3)=[CH:12][C:3]=12.[OH:19][C:20]1[CH:21]=[C:22]2[C:26](=[CH:27][CH:28]=1)[NH:25][CH:24]=[CH:23]2.C(=O)([O-])[O-].[K+].[K+], predict the reaction product. The product is: [NH:25]1[C:26]2[C:22](=[CH:21][C:20]([O:19][C:2]3[C:7]([C:8]#[N:9])=[CH:6][N:5]=[C:4]4[S:10][C:11]([C:13]5[CH:18]=[CH:17][CH:16]=[CH:15][CH:14]=5)=[CH:12][C:3]=34)=[CH:28][CH:27]=2)[CH:23]=[CH:24]1. (5) Given the reactants [CH:1]([NH:4][C:5]1[N:15]=[C:14]([C:16]([F:19])([F:18])[F:17])[CH:13]=[CH:12][C:6]=1[C:7]([O:9]CC)=[O:8])([CH3:3])[CH3:2].[OH-].[Na+], predict the reaction product. The product is: [CH:1]([NH:4][C:5]1[N:15]=[C:14]([C:16]([F:19])([F:17])[F:18])[CH:13]=[CH:12][C:6]=1[C:7]([OH:9])=[O:8])([CH3:3])[CH3:2]. (6) Given the reactants [C:1]([NH:4][CH:5]1[CH:10]([CH:11]([O:22][C:23](=[O:25])[CH3:24])[CH:12]([O:18][C:19](=[O:21])[CH3:20])[CH2:13][O:14][C:15](=[O:17])[CH3:16])[O:9][C:8]([C:26]([O:28][CH3:29])=[O:27])=[CH:7][CH:6]1[NH2:30])(=[O:3])[CH3:2].[N:31]#[C:32]F.N#CCl.N#CBr.N#CI, predict the reaction product. The product is: [C:1]([NH:4][CH:5]1[CH:10]([CH:11]([O:22][C:23](=[O:25])[CH3:24])[CH:12]([O:18][C:19](=[O:21])[CH3:20])[CH2:13][O:14][C:15](=[O:17])[CH3:16])[O:9][C:8]([C:26]([O:28][CH3:29])=[O:27])=[CH:7][CH:6]1[NH:30][C:32]#[N:31])(=[O:3])[CH3:2]. (7) Given the reactants Br[C:2]1[N:3]=[C:4]([C:7]2[CH:12]=[C:11]([C:13]3[CH:18]=[CH:17][C:16]([C:19]([F:22])([F:21])[F:20])=[CH:15][CH:14]=3)[CH:10]=[C:9]([CH3:23])[N:8]=2)[S:5][CH:6]=1.[NH2:24][C:25]1[CH:30]=[CH:29][C:28](B2OC(C)(C)C(C)(C)O2)=[CH:27][N:26]=1, predict the reaction product. The product is: [CH3:23][C:9]1[N:8]=[C:7]([C:4]2[S:5][CH:6]=[C:2]([C:28]3[CH:29]=[CH:30][C:25]([NH2:24])=[N:26][CH:27]=3)[N:3]=2)[CH:12]=[C:11]([C:13]2[CH:18]=[CH:17][C:16]([C:19]([F:22])([F:21])[F:20])=[CH:15][CH:14]=2)[CH:10]=1.